Dataset: Forward reaction prediction with 1.9M reactions from USPTO patents (1976-2016). Task: Predict the product of the given reaction. The product is: [F:1][C:2]([F:9])([F:8])[CH2:3][S:4]([N:14]1[CH2:19][CH2:18][CH:17]([NH:20][C:21]([NH:23][C:24]2[CH:29]=[CH:28][C:27]([C:30]([F:31])([F:32])[F:33])=[CH:26][CH:25]=2)=[O:22])[CH2:16][CH2:15]1)(=[O:6])=[O:5]. Given the reactants [F:1][C:2]([F:9])([F:8])[CH2:3][S:4](Cl)(=[O:6])=[O:5].CS([N:14]1[CH2:19][CH2:18][CH:17]([NH:20][C:21]([NH:23][C:24]2[CH:29]=[CH:28][C:27]([C:30]([F:33])([F:32])[F:31])=[CH:26][CH:25]=2)=[O:22])[CH2:16][CH2:15]1)(=O)=O, predict the reaction product.